This data is from Merck oncology drug combination screen with 23,052 pairs across 39 cell lines. The task is: Regression. Given two drug SMILES strings and cell line genomic features, predict the synergy score measuring deviation from expected non-interaction effect. (1) Drug 1: CCC1=CC2CN(C1)Cc1c([nH]c3ccccc13)C(C(=O)OC)(c1cc3c(cc1OC)N(C)C1C(O)(C(=O)OC)C(OC(C)=O)C4(CC)C=CCN5CCC31C54)C2. Drug 2: CCN(CC)CCNC(=O)c1c(C)[nH]c(C=C2C(=O)Nc3ccc(F)cc32)c1C. Cell line: A427. Synergy scores: synergy=10.5. (2) Drug 1: CC1CC2C3CCC4=CC(=O)C=CC4(C)C3(F)C(O)CC2(C)C1(O)C(=O)CO. Drug 2: CS(=O)(=O)CCNCc1ccc(-c2ccc3ncnc(Nc4ccc(OCc5cccc(F)c5)c(Cl)c4)c3c2)o1. Cell line: UWB1289. Synergy scores: synergy=8.63. (3) Drug 1: Nc1ccn(C2OC(CO)C(O)C2(F)F)c(=O)n1. Drug 2: CC1(c2nc3c(C(N)=O)cccc3[nH]2)CCCN1. Cell line: NCIH460. Synergy scores: synergy=8.91. (4) Drug 1: CC1(c2nc3c(C(N)=O)cccc3[nH]2)CCCN1. Drug 2: Cn1c(=O)n(-c2ccc(C(C)(C)C#N)cc2)c2c3cc(-c4cnc5ccccc5c4)ccc3ncc21. Cell line: UWB1289BRCA1. Synergy scores: synergy=29.6. (5) Drug 1: CCN(CC)CCNC(=O)c1c(C)[nH]c(C=C2C(=O)Nc3ccc(F)cc32)c1C. Drug 2: C=CCn1c(=O)c2cnc(Nc3ccc(N4CCN(C)CC4)cc3)nc2n1-c1cccc(C(C)(C)O)n1. Cell line: HT29. Synergy scores: synergy=-7.60. (6) Drug 1: O=S1(=O)NC2(CN1CC(F)(F)F)C1CCC2Cc2cc(C=CCN3CCC(C(F)(F)F)CC3)ccc2C1. Drug 2: CCC1(O)C(=O)OCc2c1cc1n(c2=O)Cc2cc3c(CN(C)C)c(O)ccc3nc2-1. Cell line: ES2. Synergy scores: synergy=30.7. (7) Drug 1: CN1C(=O)C=CC2(C)C3CCC4(C)C(NC(=O)OCC(F)(F)F)CCC4C3CCC12. Drug 2: CNC(=O)c1cc(Oc2ccc(NC(=O)Nc3ccc(Cl)c(C(F)(F)F)c3)cc2)ccn1. Cell line: UACC62. Synergy scores: synergy=4.17.